Dataset: Forward reaction prediction with 1.9M reactions from USPTO patents (1976-2016). Task: Predict the product of the given reaction. Given the reactants [CH2:1]([S:3]([N:6]1[CH2:11][CH2:10][CH:9]([C:12]2[C:20]3[C:15](=[C:16]([C:28]([NH2:30])=[O:29])[CH:17]=[C:18]([C:21]4[CH:25]=[C:24]([CH:26]=O)[S:23][CH:22]=4)[CH:19]=3)[NH:14][CH:13]=2)[CH2:8][CH2:7]1)(=[O:5])=[O:4])[CH3:2].[CH2:31]([CH:34]1[CH2:38][CH2:37][CH2:36][NH:35]1)[CH2:32][CH3:33].C(O[BH-](OC(=O)C)OC(=O)C)(=O)C.[Na+], predict the reaction product. The product is: [CH2:1]([S:3]([N:6]1[CH2:11][CH2:10][CH:9]([C:12]2[C:20]3[C:15](=[C:16]([C:28]([NH2:30])=[O:29])[CH:17]=[C:18]([C:21]4[CH:25]=[C:24]([CH2:26][N:35]5[CH2:36][CH2:37][CH2:38][CH:34]5[CH2:31][CH2:32][CH3:33])[S:23][CH:22]=4)[CH:19]=3)[NH:14][CH:13]=2)[CH2:8][CH2:7]1)(=[O:4])=[O:5])[CH3:2].